From a dataset of Forward reaction prediction with 1.9M reactions from USPTO patents (1976-2016). Predict the product of the given reaction. (1) Given the reactants [CH3:1][O:2][C:3]1[CH:4]=[C:5]2[C:10](=[CH:11][C:12]=1[O:13][CH3:14])[N:9]=[CH:8][CH:7]=[C:6]2[O:15][C:16]1[CH:22]=[CH:21][C:19]([NH2:20])=[CH:18][CH:17]=1.C1(C)C=CC=CC=1.C(N(CC)CC)C.Cl[C:38](Cl)([O:40]C(=O)OC(Cl)(Cl)Cl)Cl.[CH3:49][C:50]1[CH:58]=[CH:57][C:53]([CH:54]([OH:56])[CH3:55])=[CH:52][CH:51]=1, predict the reaction product. The product is: [CH3:1][O:2][C:3]1[CH:4]=[C:5]2[C:10](=[CH:11][C:12]=1[O:13][CH3:14])[N:9]=[CH:8][CH:7]=[C:6]2[O:15][C:16]1[CH:22]=[CH:21][C:19]([NH:20][C:38](=[O:40])[O:56][CH:54]([C:53]2[CH:57]=[CH:58][C:50]([CH3:49])=[CH:51][CH:52]=2)[CH3:55])=[CH:18][CH:17]=1. (2) Given the reactants C(C[O:5][C:6]1[CH:19]=[CH:18][C:17]2[S:16][C:15]3[C:10](=[CH:11][CH:12]=[CH:13][CH:14]=3)[C:9](=[O:20])[C:8]=2[CH:7]=1)(O)=O.C1(O)C=CC=CC=1.C(O)(=O)C1C=CC=CC=1SSC1C=CC=CC=1C(O)=O, predict the reaction product. The product is: [OH:5][C:6]1[CH:19]=[CH:18][C:17]2[S:16][C:15]3[C:10](=[CH:11][CH:12]=[CH:13][CH:14]=3)[C:9](=[O:20])[C:8]=2[CH:7]=1. (3) Given the reactants CO[C:3]([C:5]1([CH3:30])[CH2:17][C:16]2[C:15]3[C:10](=[CH:11][CH:12]=[C:13]([O:18][CH2:19][CH2:20][O:21][CH3:22])[CH:14]=3)[NH:9][C:8]=2[CH:7]([C:23]2[CH:28]=[CH:27][CH:26]=[C:25]([OH:29])[CH:24]=2)[NH:6]1)=[O:4].C(N(CC)CC)C.[CH3:38][N:39]([CH3:43])[CH2:40][CH2:41][NH2:42].[C:44](=O)([O-])[O-:45].[Na+].[Na+], predict the reaction product. The product is: [CH3:38][N:39]([CH3:43])[CH2:40][CH2:41][N:42]1[C:44](=[O:45])[N:6]2[CH:7]([C:23]3[CH:28]=[CH:27][CH:26]=[C:25]([OH:29])[CH:24]=3)[C:8]3[NH:9][C:10]4[C:15]([C:16]=3[CH2:17][C:5]2([CH3:30])[C:3]1=[O:4])=[CH:14][C:13]([O:18][CH2:19][CH2:20][O:21][CH3:22])=[CH:12][CH:11]=4. (4) Given the reactants [CH3:1][O:2][C:3](=[O:14])[C:4]1[CH:9]=[CH:8][C:7](F)=[C:6]([N+:11]([O-:13])=[O:12])[CH:5]=1.CN(C=O)C.C(=O)([O-])[O-].[K+].[K+].[NH2:26][CH:27]([CH2:30][CH3:31])[CH2:28][CH3:29], predict the reaction product. The product is: [CH3:1][O:2][C:3](=[O:14])[C:4]1[CH:9]=[CH:8][C:7]([NH:26][CH:27]([CH2:30][CH3:31])[CH2:28][CH3:29])=[C:6]([N+:11]([O-:13])=[O:12])[CH:5]=1. (5) Given the reactants Cl.Cl.[CH3:3][C@H:4]1[CH2:8][CH2:7][CH2:6][N:5]1[C@H:9]1[CH2:13][CH2:12][NH:11][CH2:10]1.CC([O-])(C)C.[Na+].[C:20]([O:24][C:25](=[O:33])[C:26]1[CH:31]=[CH:30][C:29](Br)=[CH:28][CH:27]=1)([CH3:23])([CH3:22])[CH3:21].C1(C)C=CC=CC=1, predict the reaction product. The product is: [C:20]([O:24][C:25](=[O:33])[C:26]1[CH:31]=[CH:30][C:29]([N:11]2[CH2:12][CH2:13][C@H:9]([N:5]3[CH2:6][CH2:7][CH2:8][C@@H:4]3[CH3:3])[CH2:10]2)=[CH:28][CH:27]=1)([CH3:23])([CH3:21])[CH3:22]. (6) Given the reactants Cl[C:2]([O:4][CH2:5][CH3:6])=[O:3].[OH:7][C:8]1[CH:12]([CH:13]2[CH2:18][CH2:17][N:16]([O:19][CH3:20])[CH2:15][CH2:14]2)[NH:11][C:10](=[O:21])[C:9]=1[C:22]1[C:27]([CH3:28])=[CH:26][C:25]([CH3:29])=[CH:24][C:23]=1[CH3:30].CCN(CC)CC, predict the reaction product. The product is: [CH3:20][O:19][N:16]1[CH2:17][CH2:18][CH:13]([CH:12]2[C:8]([O:7][C:2](=[O:3])[O:4][CH2:5][CH3:6])=[C:9]([C:22]3[C:27]([CH3:28])=[CH:26][C:25]([CH3:29])=[CH:24][C:23]=3[CH3:30])[C:10](=[O:21])[NH:11]2)[CH2:14][CH2:15]1.